This data is from Full USPTO retrosynthesis dataset with 1.9M reactions from patents (1976-2016). The task is: Predict the reactants needed to synthesize the given product. (1) Given the product [Cl:1][C:2]1[CH:10]=[CH:9][CH:8]=[CH:7][C:3]=1[C:4]([NH:11][C:12]1[C:13](=[O:23])[O:14][C:15]2[CH:21]=[C:20]([OH:22])[CH:19]=[CH:18][C:16]=2[CH:17]=1)=[O:5], predict the reactants needed to synthesize it. The reactants are: [Cl:1][C:2]1[CH:10]=[CH:9][CH:8]=[CH:7][C:3]=1[C:4](Cl)=[O:5].[NH2:11][C:12]1[C:13](=[O:23])[O:14][C:15]2[CH:21]=[C:20]([OH:22])[CH:19]=[CH:18][C:16]=2[CH:17]=1. (2) Given the product [Cl:17][C:18]1[CH:23]=[CH:22][C:21]([O:24][CH2:2][C:3]2[CH:8]=[CH:7][C:6]([C:9]3[CH:13]=[C:12]([C:14]([NH2:16])=[O:15])[O:11][N:10]=3)=[CH:5][CH:4]=2)=[CH:20][CH:19]=1, predict the reactants needed to synthesize it. The reactants are: Br[CH2:2][C:3]1[CH:8]=[CH:7][C:6]([C:9]2[CH:13]=[C:12]([C:14]([NH2:16])=[O:15])[O:11][N:10]=2)=[CH:5][CH:4]=1.[Cl:17][C:18]1[CH:23]=[CH:22][C:21]([OH:24])=[CH:20][CH:19]=1.C([O-])([O-])=O.[K+].[K+]. (3) Given the product [CH3:3][O:4][C:5]([C:6]1([C:7]2[CH:12]=[CH:11][C:10]([Br:13])=[CH:9][CH:8]=2)[CH2:20][CH2:19][O:18][CH2:17][CH2:16]1)=[O:14], predict the reactants needed to synthesize it. The reactants are: [H-].[Na+].[CH3:3][O:4][C:5](=[O:14])[CH2:6][C:7]1[CH:12]=[CH:11][C:10]([Br:13])=[CH:9][CH:8]=1.Br[CH2:16][CH2:17][O:18][CH2:19][CH2:20]Br.[Cl-].[NH4+]. (4) Given the product [Br:12][C:10]1[CH:11]=[C:2]([NH:1][C@H:19]2[CH2:20][CH2:21][C@H:16]([N:15]([CH3:23])[CH3:14])[CH2:17][CH2:18]2)[C:3]([CH3:13])=[C:4]([CH:9]=1)[C:5]([O:7][CH3:8])=[O:6], predict the reactants needed to synthesize it. The reactants are: [NH2:1][C:2]1[C:3]([CH3:13])=[C:4]([CH:9]=[C:10]([Br:12])[CH:11]=1)[C:5]([O:7][CH3:8])=[O:6].[CH3:14][N:15]([CH3:23])[CH:16]1[CH2:21][CH2:20][C:19](=O)[CH2:18][CH2:17]1.C(O[BH-](OC(=O)C)OC(=O)C)(=O)C.[Na+].C([O-])(O)=O.[Na+].